This data is from Peptide-MHC class II binding affinity with 134,281 pairs from IEDB. The task is: Regression. Given a peptide amino acid sequence and an MHC pseudo amino acid sequence, predict their binding affinity value. This is MHC class II binding data. (1) The peptide sequence is LPVPPTVTVFKIPKK. The MHC is HLA-DPA10201-DPB10101 with pseudo-sequence HLA-DPA10201-DPB10101. The binding affinity (normalized) is 0.405. (2) The peptide sequence is MSSGSFINISV. The MHC is DRB1_0404 with pseudo-sequence DRB1_0404. The binding affinity (normalized) is 0. (3) The peptide sequence is NFRFMSKGGMRNVFD. The MHC is DRB4_0101 with pseudo-sequence DRB4_0103. The binding affinity (normalized) is 0. (4) The peptide sequence is EKKYFAATQFEPLAS. The MHC is DRB1_0701 with pseudo-sequence DRB1_0701. The binding affinity (normalized) is 0.610. (5) The peptide sequence is IKCFEKFLEPKVKFG. The MHC is DRB1_0901 with pseudo-sequence DRB1_0901. The binding affinity (normalized) is 0.513. (6) The peptide sequence is KFTYLINYIQDEINT. The MHC is HLA-DPA10201-DPB10101 with pseudo-sequence HLA-DPA10201-DPB10101. The binding affinity (normalized) is 0.114.